From a dataset of Merck oncology drug combination screen with 23,052 pairs across 39 cell lines. Regression. Given two drug SMILES strings and cell line genomic features, predict the synergy score measuring deviation from expected non-interaction effect. (1) Drug 1: COC12C(COC(N)=O)C3=C(C(=O)C(C)=C(N)C3=O)N1CC1NC12. Drug 2: COC1=C2CC(C)CC(OC)C(O)C(C)C=C(C)C(OC(N)=O)C(OC)C=CC=C(C)C(=O)NC(=CC1=O)C2=O. Cell line: RPMI7951. Synergy scores: synergy=-3.65. (2) Drug 1: C#Cc1cccc(Nc2ncnc3cc(OCCOC)c(OCCOC)cc23)c1. Drug 2: CNC(=O)c1cc(Oc2ccc(NC(=O)Nc3ccc(Cl)c(C(F)(F)F)c3)cc2)ccn1. Cell line: LOVO. Synergy scores: synergy=-2.26. (3) Drug 1: CS(=O)(=O)CCNCc1ccc(-c2ccc3ncnc(Nc4ccc(OCc5cccc(F)c5)c(Cl)c4)c3c2)o1. Drug 2: CCc1c2c(nc3ccc(O)cc13)-c1cc3c(c(=O)n1C2)COC(=O)C3(O)CC. Cell line: NCIH460. Synergy scores: synergy=72.8. (4) Drug 1: CS(=O)(=O)CCNCc1ccc(-c2ccc3ncnc(Nc4ccc(OCc5cccc(F)c5)c(Cl)c4)c3c2)o1. Drug 2: CCc1c2c(nc3ccc(O)cc13)-c1cc3c(c(=O)n1C2)COC(=O)C3(O)CC. Cell line: ZR751. Synergy scores: synergy=36.7.